Dataset: Peptide-MHC class I binding affinity with 185,985 pairs from IEDB/IMGT. Task: Regression. Given a peptide amino acid sequence and an MHC pseudo amino acid sequence, predict their binding affinity value. This is MHC class I binding data. (1) The peptide sequence is YLAENTFVV. The MHC is HLA-A69:01 with pseudo-sequence HLA-A69:01. The binding affinity (normalized) is 0.744. (2) The peptide sequence is KFKPRFAGV. The binding affinity (normalized) is 0.0847. The MHC is HLA-B57:01 with pseudo-sequence HLA-B57:01. (3) The peptide sequence is RHIAIQVCY. The MHC is HLA-B27:05 with pseudo-sequence HLA-B27:05. The binding affinity (normalized) is 0.250. (4) The peptide sequence is FVFEATKLY. The MHC is HLA-B07:02 with pseudo-sequence HLA-B07:02. The binding affinity (normalized) is 0.0847. (5) The peptide sequence is HTQGYFPDWQ. The MHC is HLA-A68:02 with pseudo-sequence HLA-A68:02. The binding affinity (normalized) is 0.129. (6) The MHC is Mamu-B3901 with pseudo-sequence Mamu-B3901. The peptide sequence is KRGVFVLGF. The binding affinity (normalized) is 0.711. (7) The peptide sequence is LSAGVEFLK. The MHC is HLA-A68:01 with pseudo-sequence HLA-A68:01. The binding affinity (normalized) is 1.00. (8) The binding affinity (normalized) is 0.414. The MHC is HLA-A23:01 with pseudo-sequence HLA-A23:01. The peptide sequence is VQYRILPMII.